The task is: Predict the reaction yield, written as a fraction of the theoretical maximum amount of product (1.0 means a 100% yield; for example, 0.34 means a 34% yield).. This data is from Reaction yield outcomes from USPTO patents with 853,638 reactions. (1) The catalyst is O1CCOCC1.O.C(OCC)(=O)C. The reactants are [CH2:1]([S:3]([C:6]1[CH:7]=[CH:8][C:9]([O:38][C:39]2[C:44]([CH:45]=[CH:46][C:47]3[CH:52]=[CH:51][CH:50]=[CH:49][CH:48]=3)=[CH:43][CH:42]=[CH:41][C:40]=2[CH3:53])=[C:10]([C:12]2[C:13]3[CH:22]=[C:21]([C:23]([O:25]CC)=[O:24])[N:20](S(C4C=CC(C)=CC=4)(=O)=O)[C:14]=3[C:15](=[O:19])[N:16]([CH3:18])[CH:17]=2)[CH:11]=1)(=[O:5])=[O:4])[CH3:2].O.[OH-].[Li+].Cl. The yield is 0.810. The product is [CH2:1]([S:3]([C:6]1[CH:7]=[CH:8][C:9]([O:38][C:39]2[C:44]([CH:45]=[CH:46][C:47]3[CH:48]=[CH:49][CH:50]=[CH:51][CH:52]=3)=[CH:43][CH:42]=[CH:41][C:40]=2[CH3:53])=[C:10]([C:12]2[C:13]3[CH:22]=[C:21]([C:23]([OH:25])=[O:24])[NH:20][C:14]=3[C:15](=[O:19])[N:16]([CH3:18])[CH:17]=2)[CH:11]=1)(=[O:5])=[O:4])[CH3:2]. (2) The reactants are [C:1]([N:4]1[C:13]2[C:8](=[CH:9][C:10]([C:14]3[CH:15]=[CH:16][C:17]([C:20]([O:22]C)=[O:21])=[N:18][CH:19]=3)=[CH:11][CH:12]=2)[C@H:7]([NH:24][C:25]2[CH:30]=[CH:29][C:28]([C:31]#[N:32])=[CH:27][N:26]=2)[CH2:6][C@@H:5]1[CH3:33])(=[O:3])[CH3:2].O.[OH-].[Li+].C(O)(=O)C. The catalyst is O1CCOCC1. The product is [C:1]([N:4]1[C:13]2[C:8](=[CH:9][C:10]([C:14]3[CH:15]=[CH:16][C:17]([C:20]([OH:22])=[O:21])=[N:18][CH:19]=3)=[CH:11][CH:12]=2)[C@H:7]([NH:24][C:25]2[CH:30]=[CH:29][C:28]([C:31]#[N:32])=[CH:27][N:26]=2)[CH2:6][C@@H:5]1[CH3:33])(=[O:3])[CH3:2]. The yield is 0.683.